Regression. Given a peptide amino acid sequence and an MHC pseudo amino acid sequence, predict their binding affinity value. This is MHC class II binding data. From a dataset of Peptide-MHC class II binding affinity with 134,281 pairs from IEDB. (1) The peptide sequence is YVDRFFKTLRAEQASQDV. The MHC is DRB1_0901 with pseudo-sequence DRB1_0901. The binding affinity (normalized) is 0.500. (2) The peptide sequence is WFINWYLPISQLFYN. The MHC is DRB1_1501 with pseudo-sequence DRB1_1501. The binding affinity (normalized) is 0.817. (3) The peptide sequence is TDVLRYVILVGAAFA. The MHC is DRB3_0101 with pseudo-sequence DRB3_0101. The binding affinity (normalized) is 0.188. (4) The peptide sequence is LLIDVVTYLVALIPE. The MHC is DRB1_1101 with pseudo-sequence DRB1_1101. The binding affinity (normalized) is 0. (5) The binding affinity (normalized) is 0.631. The peptide sequence is KTHVQLSLPVLQVRD. The MHC is DRB1_0301 with pseudo-sequence DRB1_0301.